Dataset: Catalyst prediction with 721,799 reactions and 888 catalyst types from USPTO. Task: Predict which catalyst facilitates the given reaction. (1) The catalyst class is: 1. Product: [CH2:3]([C:5]1[CH:14]=[C:13]([CH3:15])[C:12]2[C:11](=[O:16])[N:10]([CH2:28][C:29]([O:31][CH3:32])=[O:30])[C@@H:9]3[CH2:17][N:18]([C:20]([O:22][C:23]([CH3:25])([CH3:24])[CH3:26])=[O:21])[CH2:19][C@H:8]3[C:7]=2[CH:6]=1)[CH3:4]. Reactant: [H-].[Na+].[CH2:3]([C:5]1[CH:14]=[C:13]([CH3:15])[C:12]2[C:11](=[O:16])[NH:10][C@@H:9]3[CH2:17][N:18]([C:20]([O:22][C:23]([CH3:26])([CH3:25])[CH3:24])=[O:21])[CH2:19][C@H:8]3[C:7]=2[CH:6]=1)[CH3:4].Br[CH2:28][C:29]([O:31][CH3:32])=[O:30]. (2) Reactant: [F:1][C:2]([F:7])([F:6])[C:3]([OH:5])=[O:4].[Cl:8][C:9]1[N:10]=[CH:11][N:12]([C:14]2[CH:19]=[CH:18][C:17]([NH:20][C:21]3[N:38]=[C:24]4[CH:25]([C:31]5[CH:36]=[CH:35][C:34]([F:37])=[CH:33][CH:32]=5)[CH2:26][C:27](=[O:30])[CH2:28][CH2:29][N:23]4[N:22]=3)=[CH:16][C:15]=2[O:39][CH3:40])[CH:13]=1.[CH2:41](O)[CH2:42][OH:43].O.CC1C=CC(S(O)(=O)=O)=CC=1.C(O)(C(F)(F)F)=O. Product: [F:1][C:2]([F:7])([F:6])[C:3]([OH:5])=[O:4].[Cl:8][C:9]1[N:10]=[CH:11][N:12]([C:14]2[CH:19]=[CH:18][C:17]([NH:20][C:21]3[N:38]=[C:24]4[CH:25]([C:31]5[CH:36]=[CH:35][C:34]([F:37])=[CH:33][CH:32]=5)[CH2:26][C:27]5([CH2:28][CH2:29][N:23]4[N:22]=3)[O:43][CH2:42][CH2:41][O:30]5)=[CH:16][C:15]=2[O:39][CH3:40])[CH:13]=1. The catalyst class is: 48.